Dataset: Reaction yield outcomes from USPTO patents with 853,638 reactions. Task: Predict the reaction yield, written as a fraction of the theoretical maximum amount of product (1.0 means a 100% yield; for example, 0.34 means a 34% yield). (1) The reactants are [Cl:1][C:2]1[CH:3]=[N:4][CH:5]=[C:6]([Cl:21])[C:7]=1[CH2:8][C@@H:9]([C:11]1[CH:16]=[CH:15][C:14]([O:17][CH3:18])=[C:13]([O:19][CH3:20])[CH:12]=1)[OH:10].C(OCC)(=[O:24])C. No catalyst specified. The product is [Cl:21][C:6]1[CH:5]=[N+:4]([O-:24])[CH:3]=[C:2]([Cl:1])[C:7]=1[CH2:8][C@@H:9]([C:11]1[CH:16]=[CH:15][C:14]([O:17][CH3:18])=[C:13]([O:19][CH3:20])[CH:12]=1)[OH:10]. The yield is 0.410. (2) The reactants are [CH3:1][C:2]1[CH:7]=[C:6]([CH3:8])[CH:5]=[C:4]([N+:9]([O-])=O)[C:3]=1[S:12]([NH:15][CH:16]([CH2:21][C:22]1[C:30]2[C:25](=[CH:26][CH:27]=[CH:28][CH:29]=2)[NH:24][CH:23]=1)[C:17]([F:20])([F:19])[F:18])(=[O:14])=[O:13].Cl.C(=O)(O)[O-].[Na+]. The catalyst is CO.[Zn]. The product is [NH2:9][C:4]1[CH:5]=[C:6]([CH3:8])[CH:7]=[C:2]([CH3:1])[C:3]=1[S:12]([NH:15][CH:16]([CH2:21][C:22]1[C:30]2[C:25](=[CH:26][CH:27]=[CH:28][CH:29]=2)[NH:24][CH:23]=1)[C:17]([F:20])([F:18])[F:19])(=[O:14])=[O:13]. The yield is 0.850. (3) The reactants are Cl[C:2]1[C:3]([F:18])=[CH:4][C:5]2[C:14]3[C:9](=[CH:10][N:11]=[CH:12][CH:13]=3)[C:8](=[O:15])[N:7]([CH3:16])[C:6]=2[CH:17]=1.[OH:19][CH2:20][C@@H:21]([NH:26][C:27](=[O:33])[O:28][C:29]([CH3:32])([CH3:31])[CH3:30])[CH2:22][CH:23]([CH3:25])[CH3:24].C(=O)([O-])[O-].[Cs+].[Cs+]. The catalyst is C1(C)C=CC=CC=1.C([O-])(=O)C.[Pd+2].C([O-])(=O)C. The product is [F:18][C:3]1[C:2]([O:19][CH2:20][C@@H:21]([NH:26][C:27](=[O:33])[O:28][C:29]([CH3:30])([CH3:32])[CH3:31])[CH2:22][CH:23]([CH3:25])[CH3:24])=[CH:17][C:6]2[N:7]([CH3:16])[C:8](=[O:15])[C:9]3[C:14]([C:5]=2[CH:4]=1)=[CH:13][CH:12]=[N:11][CH:10]=3. The yield is 0.150. (4) The reactants are [NH:1]1[CH:5]=[CH:4][N:3]=[CH:2]1.Cl[C:7]1[CH:12]=CC=CC=1.[OH-:13].[Na+]. The catalyst is O. The product is [C:5]([N:1]1[CH:7]=[CH:12][N:3]=[CH:2]1)([N:1]1[CH:5]=[CH:4][N:3]=[CH:2]1)=[O:13]. The yield is 0.880. (5) The catalyst is O1CCCC1. The product is [Cl:20][C:21]1[N:22]=[CH:23][C:24]([C:25]([C:2]2[CH:14]=[CH:13][C:5]([O:6][CH:7]3[CH2:12][CH2:11][CH2:10][CH2:9][O:8]3)=[CH:4][CH:3]=2)=[O:26])=[CH:31][CH:32]=1. The yield is 0.663. The reactants are I[C:2]1[CH:14]=[CH:13][C:5]([O:6][CH:7]2[CH2:12][CH2:11][CH2:10][CH2:9][O:8]2)=[CH:4][CH:3]=1.C([Li])CCC.[Cl:20][C:21]1[CH:32]=[CH:31][C:24]([C:25](N(OC)C)=[O:26])=[CH:23][N:22]=1.[Cl-].[NH4+]. (6) The reactants are [CH2:1]([S:3](Cl)(=[O:5])=[O:4])[CH3:2].[NH2:7][C:8]1[CH:9]=[CH:10][C:11]([O:23][C:24]2[CH:29]=[CH:28][C:27]([F:30])=[CH:26][C:25]=2[F:31])=[C:12]([C:14]2[C:15]([F:22])=[CH:16][C:17](=[O:21])[N:18]([CH3:20])[CH:19]=2)[CH:13]=1.N1C=CC=CC=1.Cl. The catalyst is ClCCl. The product is [F:31][C:25]1[CH:26]=[C:27]([F:30])[CH:28]=[CH:29][C:24]=1[O:23][C:11]1[CH:10]=[CH:9][C:8]([NH:7][S:3]([CH2:1][CH3:2])(=[O:5])=[O:4])=[CH:13][C:12]=1[C:14]1[C:15]([F:22])=[CH:16][C:17](=[O:21])[N:18]([CH3:20])[CH:19]=1. The yield is 0.720. (7) The reactants are Br[C:2]1[CH:3]=[C:4]([N:8]([C:13]2[C:32]([CH:33]3[CH2:35][CH2:34]3)=[CH:31][C:16]3[C:17]([C:27]([NH:29][CH3:30])=[O:28])=[C:18]([C:20]4[CH:25]=[CH:24][C:23]([F:26])=[CH:22][CH:21]=4)[O:19][C:15]=3[CH:14]=2)[S:9]([CH3:12])(=[O:11])=[O:10])[CH:5]=[CH:6][CH:7]=1.[CH3:36][C:37]1(C)C(C)(C)OB(C=C)O1.ClCCl.C(=O)([O-])[O-].[Na+].[Na+]. The catalyst is O1CCOCC1.CCOC(C)=O.Cl[Pd]Cl.C1(P(C2C=CC=CC=2)[C-]2C=CC=C2)C=CC=CC=1.[C-]1(P(C2C=CC=CC=2)C2C=CC=CC=2)C=CC=C1.[Fe+2].O. The product is [CH:33]1([C:32]2[C:13]([N:8]([C:4]3[CH:5]=[CH:6][CH:7]=[C:2]([CH:36]=[CH2:37])[CH:3]=3)[S:9]([CH3:12])(=[O:11])=[O:10])=[CH:14][C:15]3[O:19][C:18]([C:20]4[CH:21]=[CH:22][C:23]([F:26])=[CH:24][CH:25]=4)=[C:17]([C:27]([NH:29][CH3:30])=[O:28])[C:16]=3[CH:31]=2)[CH2:34][CH2:35]1. The yield is 0.850.